This data is from Full USPTO retrosynthesis dataset with 1.9M reactions from patents (1976-2016). The task is: Predict the reactants needed to synthesize the given product. (1) Given the product [CH3:1][O:3][C:4](=[O:12])[C:5]1[CH:10]=[CH:9][C:8]([NH:11][CH3:13])=[CH:7][CH:6]=1, predict the reactants needed to synthesize it. The reactants are: [CH2:1]([O:3][C:4](=[O:12])[C:5]1[CH:10]=[CH:9][C:8]([NH2:11])=[CH:7][CH:6]=1)C.[CH:13](N(C(C)C)CC)(C)C.S(OC)(OC)(=O)=O.O. (2) Given the product [F:15][C:4]1[CH:5]=[C:6]2[C:10](=[C:2]([C:21]3[CH:22]=[CH:23][C:18]([O:17][CH3:16])=[CH:19][CH:20]=3)[CH:3]=1)[NH:9][C:8]([C:11]([NH2:13])=[O:12])=[C:7]2[CH3:14], predict the reactants needed to synthesize it. The reactants are: Br[C:2]1[CH:3]=[C:4]([F:15])[CH:5]=[C:6]2[C:10]=1[NH:9][C:8]([C:11]([NH2:13])=[O:12])=[C:7]2[CH3:14].[CH3:16][O:17][C:18]1[CH:23]=[CH:22][C:21](B(O)O)=[CH:20][CH:19]=1. (3) Given the product [NH2:4][C:5]1[C:6]2[CH:21]=[C:20]([C:22]([C:24]3[C:29]([F:30])=[CH:28][CH:27]=[CH:26][N:25]=3)([OH:23])[CH3:1])[S:19][C:7]=2[N:8]=[C:9]([C:11]2[O:12][C:13]([CH:16]([F:17])[F:18])=[CH:14][CH:15]=2)[N:10]=1, predict the reactants needed to synthesize it. The reactants are: [CH3:1][Mg]Cl.[NH2:4][C:5]1[C:6]2[CH:21]=[C:20]([C:22]([C:24]3[C:29]([F:30])=[CH:28][CH:27]=[CH:26][N:25]=3)=[O:23])[S:19][C:7]=2[N:8]=[C:9]([C:11]2[O:12][C:13]([CH:16]([F:18])[F:17])=[CH:14][CH:15]=2)[N:10]=1.[NH4+].[Cl-]. (4) Given the product [CH3:1][C:2]1[N:3]([C:8]2[CH:12]=[C:11]([CH2:13][NH:14][C:21](=[O:24])[CH3:22])[N:10]([CH3:15])[N:9]=2)[C:4]([CH3:7])=[CH:5][CH:6]=1, predict the reactants needed to synthesize it. The reactants are: [CH3:1][C:2]1[N:3]([C:8]2[CH:12]=[C:11]([CH2:13][NH2:14])[N:10]([CH3:15])[N:9]=2)[C:4]([CH3:7])=[CH:5][CH:6]=1.C(N([CH2:21][CH3:22])CC)C.C(=O)([O-])[OH:24].[Na+]. (5) Given the product [F:1][C:2]1[CH:9]=[C:8]([Br:10])[CH:7]=[CH:6][C:3]=1[CH:4]1[O:13][CH2:12][CH2:11][O:5]1, predict the reactants needed to synthesize it. The reactants are: [F:1][C:2]1[CH:9]=[C:8]([Br:10])[CH:7]=[CH:6][C:3]=1[CH:4]=[O:5].[CH2:11](O)[CH2:12][OH:13].C1(C)C=CC(S(O)(=O)=O)=CC=1. (6) Given the product [CH:1]1([C:7]2[C:8]3[S:23][C:22]([C:24]([OH:26])=[O:25])=[CH:21][C:9]=3[N:10]([CH2:18][O:19][CH3:20])[C:11]=2[C:12]2[CH:17]=[CH:16][CH:15]=[CH:14][CH:13]=2)[CH2:2][CH2:3][CH2:4][CH2:5][CH2:6]1, predict the reactants needed to synthesize it. The reactants are: [CH:1]1([C:7]2[C:8]3[S:23][C:22]([C:24]([O:26]C)=[O:25])=[CH:21][C:9]=3[N:10]([CH2:18][O:19][CH3:20])[C:11]=2[C:12]2[CH:17]=[CH:16][CH:15]=[CH:14][CH:13]=2)[CH2:6][CH2:5][CH2:4][CH2:3][CH2:2]1.[OH-].[Na+].